The task is: Predict which catalyst facilitates the given reaction.. This data is from Catalyst prediction with 721,799 reactions and 888 catalyst types from USPTO. Reactant: [CH2:1]([O:3][C:4](=[O:24])[CH2:5][C:6]1[CH:11]=[C:10]([C:12]([F:15])([F:14])[F:13])[CH:9]=[C:8]([O:16]CC2C=CC=CC=2)[CH:7]=1)[CH3:2]. Product: [CH2:1]([O:3][C:4](=[O:24])[CH2:5][C:6]1[CH:11]=[C:10]([C:12]([F:14])([F:13])[F:15])[CH:9]=[C:8]([OH:16])[CH:7]=1)[CH3:2]. The catalyst class is: 14.